Dataset: NCI-60 drug combinations with 297,098 pairs across 59 cell lines. Task: Regression. Given two drug SMILES strings and cell line genomic features, predict the synergy score measuring deviation from expected non-interaction effect. (1) Drug 1: C1=CN(C(=O)N=C1N)C2C(C(C(O2)CO)O)O.Cl. Drug 2: CC12CCC3C(C1CCC2OP(=O)(O)O)CCC4=C3C=CC(=C4)OC(=O)N(CCCl)CCCl.[Na+]. Cell line: SF-295. Synergy scores: CSS=15.5, Synergy_ZIP=-4.02, Synergy_Bliss=-1.47, Synergy_Loewe=-20.9, Synergy_HSA=0.179. (2) Drug 1: CCC1(C2=C(COC1=O)C(=O)N3CC4=CC5=C(C=CC(=C5CN(C)C)O)N=C4C3=C2)O.Cl. Drug 2: CC12CCC3C(C1CCC2OP(=O)(O)O)CCC4=C3C=CC(=C4)OC(=O)N(CCCl)CCCl.[Na+]. Cell line: HL-60(TB). Synergy scores: CSS=71.6, Synergy_ZIP=-1.49, Synergy_Bliss=-2.30, Synergy_Loewe=-56.5, Synergy_HSA=-1.85. (3) Drug 1: C1CCC(C1)C(CC#N)N2C=C(C=N2)C3=C4C=CNC4=NC=N3. Drug 2: CCC1=C2CN3C(=CC4=C(C3=O)COC(=O)C4(CC)O)C2=NC5=C1C=C(C=C5)O. Cell line: M14. Synergy scores: CSS=21.5, Synergy_ZIP=5.00, Synergy_Bliss=3.63, Synergy_Loewe=-49.0, Synergy_HSA=-3.89. (4) Cell line: HS 578T. Drug 1: C1C(C(OC1N2C=NC3=C(N=C(N=C32)Cl)N)CO)O. Synergy scores: CSS=0.876, Synergy_ZIP=-0.521, Synergy_Bliss=0.958, Synergy_Loewe=-3.30, Synergy_HSA=-0.390. Drug 2: CNC(=O)C1=NC=CC(=C1)OC2=CC=C(C=C2)NC(=O)NC3=CC(=C(C=C3)Cl)C(F)(F)F.